This data is from NCI-60 drug combinations with 297,098 pairs across 59 cell lines. The task is: Regression. Given two drug SMILES strings and cell line genomic features, predict the synergy score measuring deviation from expected non-interaction effect. (1) Drug 1: C1=C(C(=O)NC(=O)N1)N(CCCl)CCCl. Drug 2: C1CN(P(=O)(OC1)NCCCl)CCCl. Cell line: BT-549. Synergy scores: CSS=17.0, Synergy_ZIP=-9.90, Synergy_Bliss=0.135, Synergy_Loewe=-20.3, Synergy_HSA=-0.358. (2) Drug 1: COC1=C(C=C2C(=C1)N=CN=C2NC3=CC(=C(C=C3)F)Cl)OCCCN4CCOCC4. Drug 2: CC1C(C(=O)NC(C(=O)N2CCCC2C(=O)N(CC(=O)N(C(C(=O)O1)C(C)C)C)C)C(C)C)NC(=O)C3=C4C(=C(C=C3)C)OC5=C(C(=O)C(=C(C5=N4)C(=O)NC6C(OC(=O)C(N(C(=O)CN(C(=O)C7CCCN7C(=O)C(NC6=O)C(C)C)C)C)C(C)C)C)N)C. Cell line: MALME-3M. Synergy scores: CSS=35.0, Synergy_ZIP=7.85, Synergy_Bliss=15.7, Synergy_Loewe=16.1, Synergy_HSA=15.5. (3) Drug 1: C1CCC(CC1)NC(=O)N(CCCl)N=O. Drug 2: CN1C(=O)N2C=NC(=C2N=N1)C(=O)N. Cell line: OVCAR-5. Synergy scores: CSS=5.50, Synergy_ZIP=1.50, Synergy_Bliss=4.97, Synergy_Loewe=-3.65, Synergy_HSA=1.29. (4) Drug 1: CCC1=CC2CC(C3=C(CN(C2)C1)C4=CC=CC=C4N3)(C5=C(C=C6C(=C5)C78CCN9C7C(C=CC9)(C(C(C8N6C)(C(=O)OC)O)OC(=O)C)CC)OC)C(=O)OC.C(C(C(=O)O)O)(C(=O)O)O. Drug 2: CN(CC1=CN=C2C(=N1)C(=NC(=N2)N)N)C3=CC=C(C=C3)C(=O)NC(CCC(=O)O)C(=O)O. Cell line: SR. Synergy scores: CSS=84.3, Synergy_ZIP=0.501, Synergy_Bliss=0.266, Synergy_Loewe=-1.06, Synergy_HSA=2.38. (5) Drug 1: CC1=C2C(C(=O)C3(C(CC4C(C3C(C(C2(C)C)(CC1OC(=O)C(C(C5=CC=CC=C5)NC(=O)OC(C)(C)C)O)O)OC(=O)C6=CC=CC=C6)(CO4)OC(=O)C)OC)C)OC. Drug 2: CC12CCC(CC1=CCC3C2CCC4(C3CC=C4C5=CN=CC=C5)C)O. Cell line: OVCAR-4. Synergy scores: CSS=41.3, Synergy_ZIP=1.00, Synergy_Bliss=0.967, Synergy_Loewe=-22.2, Synergy_HSA=5.01. (6) Drug 1: C1=NC2=C(N1)C(=S)N=C(N2)N. Drug 2: C1CNP(=O)(OC1)N(CCCl)CCCl. Cell line: T-47D. Synergy scores: CSS=5.91, Synergy_ZIP=-6.87, Synergy_Bliss=-7.77, Synergy_Loewe=-23.6, Synergy_HSA=-8.49. (7) Drug 1: C1CN1C2=NC(=NC(=N2)N3CC3)N4CC4. Drug 2: C1=C(C(=O)NC(=O)N1)N(CCCl)CCCl. Cell line: HCT116. Synergy scores: CSS=62.3, Synergy_ZIP=-2.02, Synergy_Bliss=0.601, Synergy_Loewe=2.35, Synergy_HSA=4.90.